From a dataset of Full USPTO retrosynthesis dataset with 1.9M reactions from patents (1976-2016). Predict the reactants needed to synthesize the given product. (1) Given the product [ClH:1].[Cl:1][C:2]1[C:11]2[C:6](=[CH:7][C:8]([O:14][CH2:16][C:17]3[CH:22]=[CH:21][N:20]=[CH:19][CH:18]=3)=[C:9]([O:12][CH3:13])[CH:10]=2)[N:5]=[N:4][CH:3]=1, predict the reactants needed to synthesize it. The reactants are: [Cl:1][C:2]1[C:11]2[C:6](=[CH:7][C:8]([OH:14])=[C:9]([O:12][CH3:13])[CH:10]=2)[N:5]=[N:4][CH:3]=1.O[CH2:16][C:17]1[CH:22]=[CH:21][N:20]=[CH:19][CH:18]=1.N(C(N1CCCCC1)=O)=NC(N1CCCCC1)=O.C(P(CCCC)CCCC)CCC.Cl.C(O)(C)C. (2) Given the product [CH:1]([S:4][C:5]1[C:6]([CH2:7][OH:8])=[CH:10][CH:11]=[CH:12][N:13]=1)([CH3:3])[CH3:2], predict the reactants needed to synthesize it. The reactants are: [CH:1]([S:4][C:5]1[N:13]=[CH:12][CH:11]=[CH:10][C:6]=1[C:7](O)=[O:8])([CH3:3])[CH3:2].[H-].[H-].[H-].[H-].[Li+].[Al+3].S([O-])([O-])(=O)=O.[Na+].[Na+].CCOC(C)=O. (3) The reactants are: [CH3:1][N:2]([CH3:30])[C:3]1([C:24]2[CH:29]=[CH:28][CH:27]=[CH:26][CH:25]=2)[CH2:8][CH2:7][CH:6]([NH:9][C:10]([C:12]2[C:13]([C:18]3[CH:23]=[CH:22][CH:21]=[CH:20][CH:19]=3)=[N:14][O:15][C:16]=2[CH3:17])=[O:11])[CH2:5][CH2:4]1.Cl.[Cl:32][Si](C)(C)C.C(OC(C)C)(C)C. Given the product [ClH:32].[CH3:30][N:2]([CH3:1])[C:3]1([C:24]2[CH:29]=[CH:28][CH:27]=[CH:26][CH:25]=2)[CH2:8][CH2:7][CH:6]([NH:9][C:10]([C:12]2[C:13]([C:18]3[CH:19]=[CH:20][CH:21]=[CH:22][CH:23]=3)=[N:14][O:15][C:16]=2[CH3:17])=[O:11])[CH2:5][CH2:4]1, predict the reactants needed to synthesize it. (4) Given the product [Cl:27][C:28]1[CH:33]=[C:32]([Cl:34])[CH:31]=[CH:30][C:29]=1[CH2:35][NH:36][C:37]([N:15]1[CH2:16][CH2:17][CH:12]([S:9]([C:6]2[CH:5]=[CH:4][C:3]([F:2])=[CH:8][CH:7]=2)(=[O:10])=[O:11])[CH2:13][CH2:14]1)=[O:38], predict the reactants needed to synthesize it. The reactants are: Cl.[F:2][C:3]1[CH:8]=[CH:7][C:6]([S:9]([CH:12]2[CH2:17][CH2:16][NH:15][CH2:14][CH2:13]2)(=[O:11])=[O:10])=[CH:5][CH:4]=1.C(N(C(C)C)CC)(C)C.[Cl:27][C:28]1[CH:33]=[C:32]([Cl:34])[CH:31]=[CH:30][C:29]=1[CH2:35][N:36]=[C:37]=[O:38]. (5) Given the product [Cl:9][C:6]1[N:5]=[C:4]([NH2:10])[N:3]=[C:2]([NH:19][CH2:18][C:17]2[CH:20]=[CH:21][CH:22]=[C:15]([N+:12]([O-:14])=[O:13])[CH:16]=2)[C:7]=1[NH2:8], predict the reactants needed to synthesize it. The reactants are: Cl[C:2]1[C:7]([NH2:8])=[C:6]([Cl:9])[N:5]=[C:4]([NH2:10])[N:3]=1.Cl.[N+:12]([C:15]1[CH:16]=[C:17]([CH:20]=[CH:21][CH:22]=1)[CH2:18][NH2:19])([O-:14])=[O:13].C(N(CC)CC)C. (6) Given the product [Cl:1][C:2]1[CH:7]=[C:6]([N+:8]([O-:10])=[O:9])[CH:5]=[C:4]([O:11][CH2:13][CH2:14][O:15][CH2:16][CH2:17][O:18][CH2:19][CH2:20][O:21][CH3:22])[CH:3]=1, predict the reactants needed to synthesize it. The reactants are: [Cl:1][C:2]1[CH:3]=[C:4]([OH:11])[CH:5]=[C:6]([N+:8]([O-:10])=[O:9])[CH:7]=1.Br[CH2:13][CH2:14][O:15][CH2:16][CH2:17][O:18][CH2:19][CH2:20][O:21][CH3:22].C([O-])([O-])=O.[K+].[K+]. (7) Given the product [CH3:1][CH2:2][C@@:3]1([OH:59])[CH2:21][N:19]2[CH2:20][C@@H:5]([CH2:6][C@:7]([C:55]([O:57][CH3:58])=[O:56])([C:22]3[CH:23]=[C:24]4[C:32]56[C@@H:31]([N:30]([CH3:54])[C:25]4=[CH:26][C:27]=3[O:28][CH3:29])[C@@:42]([OH:47])([C:43]([O:45][CH3:46])=[O:44])[C@H:41]([OH:48])[C@:37]3([CH2:52][CH3:53])[CH:38]=[CH:39][CH2:40][N:35]([C@H:36]53)[CH2:34][CH2:33]6)[C:8]3[NH:16][C:15]4[C:10](=[CH:11][CH:12]=[CH:13][CH:14]=4)[C:9]=3[CH2:17][CH2:18]2)[CH2:4]1, predict the reactants needed to synthesize it. The reactants are: [CH3:1][CH2:2][C@@:3]1([OH:59])[CH2:21][N:19]2[CH2:20][C@H:5]([CH2:6][C@:7]([C:55]([O:57][CH3:58])=[O:56])([C:22]3[CH:23]=[C:24]4[C@:32]56[C@@H:36]7[C@:37]([CH2:52][CH3:53])([C@@H:41]([O:48]C(C)=O)[C@:42]([OH:47])([C:43]([O:45][CH3:46])=[O:44])[C@@H:31]5[N:30]([CH3:54])[C:25]4=[CH:26][C:27]=3[O:28][CH3:29])[CH:38]=[CH:39][CH2:40][N:35]7[CH2:34][CH2:33]6)[C:8]3[NH:16][C:15]4[CH:14]=[CH:13][CH:12]=[CH:11][C:10]=4[C:9]=3[CH2:17][CH2:18]2)[CH2:4]1.C[O-].[Na+]. (8) The reactants are: [C:1]([O:5][C:6]([N:8]1[CH2:13][CH2:12][N:11]([C:14]2[CH:15]=[C:16]3[C:20](=[CH:21][CH:22]=2)[N:19]([S:23]([C:26]2[CH:31]=[CH:30][CH:29]=[CH:28][CH:27]=2)(=[O:25])=[O:24])[CH:18]=[C:17]3I)[CH:10]([CH2:33][C:34]2[CH:39]=[CH:38][CH:37]=[CH:36][CH:35]=2)[CH2:9]1)=[O:7])([CH3:4])([CH3:3])[CH3:2].[C:40]([Cu])#[N:41]. Given the product [C:1]([O:5][C:6]([N:8]1[CH2:13][CH2:12][N:11]([C:14]2[CH:15]=[C:16]3[C:20](=[CH:21][CH:22]=2)[N:19]([S:23]([C:26]2[CH:31]=[CH:30][CH:29]=[CH:28][CH:27]=2)(=[O:25])=[O:24])[CH:18]=[C:17]3[C:40]#[N:41])[CH:10]([CH2:33][C:34]2[CH:39]=[CH:38][CH:37]=[CH:36][CH:35]=2)[CH2:9]1)=[O:7])([CH3:4])([CH3:3])[CH3:2], predict the reactants needed to synthesize it. (9) Given the product [OH:40][C@@H:5]1[C@H:4]([OH:42])[C@@H:3]([O:2][CH3:1])[C:8]([CH3:10])([CH3:9])[O:7][C@H:6]1[O:11][C:12]1[C:21]([C:22]2[CH:27]=[CH:26][CH:25]=[CH:24][CH:23]=2)=[C:20]2[C:15]([CH:16]=[C:17]([NH:29][C:30]([C:56]3[NH:55][C:63]4[C:58]([CH:57]=3)=[CH:59][CH:60]=[CH:61][CH:62]=4)=[O:39])[C:18](=[O:28])[O:19]2)=[CH:14][CH:13]=1, predict the reactants needed to synthesize it. The reactants are: [CH3:1][O:2][C@H:3]1[C:8]([CH3:10])([CH3:9])[O:7][C@@H:6]([O:11][C:12]2[C:21]([C:22]3[CH:27]=[CH:26][CH:25]=[CH:24][CH:23]=3)=[C:20]3[C:15]([CH:16]=[C:17]([NH:29][C:30](=[O:39])OCC4C=CC=CC=4)[C:18](=[O:28])[O:19]3)=[CH:14][CH:13]=2)[C@@H:5]2[O:40]C(=O)[O:42][C@H:4]12.CCN=C=NCCCN(C)C.[NH:55]1[C:63]2[C:58](=[CH:59][CH:60]=[CH:61][CH:62]=2)[CH:57]=[C:56]1C(O)=O.C(=O)([O-])[O-]. (10) The reactants are: [Br:1][C:2]1[C:11]([CH2:12][CH2:13][CH3:14])=[CH:10][C:9]2[C:4](=[CH:5][C:6]([F:17])=[C:7]([O:15][CH3:16])[CH:8]=2)[C:3]=1[OH:18].[CH3:19][O:20][CH2:21]Cl.C(N(C(C)C)CC)(C)C. Given the product [Br:1][C:2]1[C:11]([CH2:12][CH2:13][CH3:14])=[CH:10][C:9]2[C:4](=[CH:5][C:6]([F:17])=[C:7]([O:15][CH3:16])[CH:8]=2)[C:3]=1[O:18][CH2:19][O:20][CH3:21], predict the reactants needed to synthesize it.